Dataset: Full USPTO retrosynthesis dataset with 1.9M reactions from patents (1976-2016). Task: Predict the reactants needed to synthesize the given product. The reactants are: [F:1][C:2]1[CH:7]=[CH:6][C:5]([C:8]2[O:9][C:10]3[CH:20]=[C:19]([N:21]([CH3:26])[S:22]([CH3:25])(=[O:24])=[O:23])[C:18]([C:27]4[CH:32]=[CH:31][C:30](=[O:33])[N:29]([CH3:34])[CH:28]=4)=[CH:17][C:11]=3[C:12]=2[C:13]([NH:15][CH3:16])=[O:14])=[CH:4][CH:3]=1.C1C(=O)N([I:42])C(=O)C1. Given the product [F:1][C:2]1[CH:7]=[CH:6][C:5]([C:8]2[O:9][C:10]3[CH:20]=[C:19]([N:21]([CH3:26])[S:22]([CH3:25])(=[O:23])=[O:24])[C:18]([C:27]4[CH:32]=[C:31]([I:42])[C:30](=[O:33])[N:29]([CH3:34])[CH:28]=4)=[CH:17][C:11]=3[C:12]=2[C:13]([NH:15][CH3:16])=[O:14])=[CH:4][CH:3]=1, predict the reactants needed to synthesize it.